Dataset: Kinase inhibitor bioactivity data combining Ki, Kd, and IC50 measurements. Task: Regression. Given a target protein amino acid sequence and a drug SMILES string, predict the binding affinity score between them. We predict KIBA score (integrated kinase binding score). Dataset: kiba. The compound is CCN(CC)CCNC(=O)c1c(C)[nH]c(C=C2C(=O)Nc3ccc(F)cc32)c1C. The target protein (Q8N4C8) has sequence MGDPAPARSLDDIDLSALRDPAGIFELVEVVGNGTYGQVYKGRHVKTGQLAAIKVMDVTEDEEEEIKQEINMLKKYSHHRNIATYYGAFIKKSPPGNDDQLWLVMEFCGAGSVTDLVKNTKGNALKEDCIAYICREILRGLAHLHAHKVIHRDIKGQNVLLTENAEVKLVDFGVSAQLDRTVGRRNTFIGTPYWMAPEVIACDENPDATYDYRSDIWSLGITAIEMAEGAPPLCDMHPMRALFLIPRNPPPRLKSKKWSKKFIDFIDTCLIKTYLSRPPTEQLLKFPFIRDQPTERQVRIQLKDHIDRSRKKRGEKEETEYEYSGSEEEDDSHGEEGEPSSIMNVPGESTLRREFLRLQQENKSNSEALKQQQQLQQQQQRDPEAHIKHLLHQRQRRIEEQKEERRRVEEQQRREREQRKLQEKEQQRRLEDMQALRREEERRQAEREQEYKRKQLEEQRQSERLQRQLQQEHAYLKSLQQQQQQQQLQKQQQQQLLPGD.... The KIBA score is 13.2.